Dataset: Forward reaction prediction with 1.9M reactions from USPTO patents (1976-2016). Task: Predict the product of the given reaction. (1) Given the reactants [F:1][C:2]1[CH:3]=[C:4]([N:22]2[CH2:26][C@H:25]([CH2:27][NH:28][C:29](=[O:31])[CH3:30])[O:24][C:23]2=[O:32])[CH:5]=[CH:6][C:7]=1[C:8]1[CH:9]=[N:10][C:11]([N:14]2C=CC(/C=N/O)=C2)=[N:12][CH:13]=1.Cl, predict the reaction product. The product is: [NH2:14][C:11]1[N:10]=[CH:9][C:8]([C:7]2[CH:6]=[CH:5][C:4]([N:22]3[CH2:26][C@H:25]([CH2:27][NH:28][C:29](=[O:31])[CH3:30])[O:24][C:23]3=[O:32])=[CH:3][C:2]=2[F:1])=[CH:13][N:12]=1. (2) Given the reactants C(OC(=O)[NH:7][C:8]1[O:9][CH2:10][C@@:11]2([C:21]3[C:16](=[CH:17][CH:18]=[C:19]([NH:22][C:23]([C:25]4[CH:30]=[N:29][C:28]([O:31][CH3:32])=[CH:27][N:26]=4)=[O:24])[CH:20]=3)[O:15][C:14]([CH3:34])([CH3:33])[C:13]32[CH2:36][CH2:35]3)[N:12]=1)(C)(C)C.FC(F)(F)C(O)=O, predict the reaction product. The product is: [NH2:7][C:8]1[O:9][CH2:10][C@@:11]2([C:21]3[C:16](=[CH:17][CH:18]=[C:19]([NH:22][C:23]([C:25]4[CH:30]=[N:29][C:28]([O:31][CH3:32])=[CH:27][N:26]=4)=[O:24])[CH:20]=3)[O:15][C:14]([CH3:33])([CH3:34])[C:13]32[CH2:35][CH2:36]3)[N:12]=1. (3) Given the reactants C[Si]([N-][Si](C)(C)C)(C)C.[Li+].[N:11]1[CH:16]=[CH:15][N:14]=[CH:13][C:12]=1[C:17](=[O:19])[CH3:18].[C:20](OC)(=[O:25])[C:21]([O:23][CH3:24])=[O:22].C(OCC)C, predict the reaction product. The product is: [CH3:24][O:23][C:21](=[O:22])[C:20](=[O:25])[CH2:18][C:17]([C:12]1[CH:13]=[N:14][CH:15]=[CH:16][N:11]=1)=[O:19]. (4) Given the reactants [ClH:1].Cl.[CH:3]1(NC(C2C3C=C(C4C([Cl:24])=CN=C(NCCC5CCN(C)CC5)N=4)SC=3C=CC=2)=O)CC1.[CH:35]1([NH:38][C:39]([C:41]2[C:49]3[CH:48]=[C:47]([C:50]4[C:55]([Cl:56])=[CH:54][N:53]=[C:52]([NH:57][CH2:58][CH2:59][CH2:60][N:61]5[C@H:66]([CH3:67])[CH2:65][NH:64][CH2:63][C@@H:62]5[CH3:68])[N:51]=4)[S:46][C:45]=3[CH:44]=[CH:43][CH:42]=2)=[O:40])[CH2:37][CH2:36]1, predict the reaction product. The product is: [ClH:24].[ClH:56].[ClH:1].[CH:35]1([NH:38][C:39]([C:41]2[C:49]3[CH:48]=[C:47]([C:50]4[C:55]([Cl:56])=[CH:54][N:53]=[C:52]([NH:57][CH2:58][CH2:59][CH2:60][N:61]5[CH:62]([CH3:68])[CH2:63][N:64]([CH3:3])[CH2:65][CH:66]5[CH3:67])[N:51]=4)[S:46][C:45]=3[CH:44]=[CH:43][CH:42]=2)=[O:40])[CH2:37][CH2:36]1. (5) Given the reactants [CH3:1][O:2][C:3]([C:5]1[CH:14]=[C:13](OS(C(F)(F)F)(=O)=O)[C:12]2[C:7](=[C:8]([N+:23]([O-:25])=[O:24])[CH:9]=[CH:10][CH:11]=2)[N:6]=1)=[O:4].C1(C#C)C=CC=CC=1.[C:34]([NH:41][CH2:42][C:43]#[CH:44])([O:36][C:37]([CH3:40])([CH3:39])[CH3:38])=[O:35], predict the reaction product. The product is: [CH3:1][O:2][C:3]([C:5]1[CH:14]=[C:13]([C:44]#[C:43][CH2:42][NH:41][C:34]([O:36][C:37]([CH3:40])([CH3:39])[CH3:38])=[O:35])[C:12]2[C:7](=[C:8]([N+:23]([O-:25])=[O:24])[CH:9]=[CH:10][CH:11]=2)[N:6]=1)=[O:4].